This data is from Reaction yield outcomes from USPTO patents with 853,638 reactions. The task is: Predict the reaction yield, written as a fraction of the theoretical maximum amount of product (1.0 means a 100% yield; for example, 0.34 means a 34% yield). (1) The reactants are N(C(OC(C)C)=O)=NC(OC(C)C)=O.C(N(CC)C(=O)CC1C(C2C=CC(O)=CC=2)=NN2C(C)=CC(C)=NC=12)C.C1(P(C2C=CC=CC=2)C2C=CC=CC=2)C=CC=CC=1.[S:60]([C:67]1[CH:73]=[CH:72][C:70]([CH3:71])=[CH:69][CH:68]=1)([O:63]CCO)(=[O:62])=[O:61]. The catalyst is C1COCC1. The product is [C:70]1([CH3:71])[CH:69]=[CH:68][C:67]([S:60]([OH:63])(=[O:61])=[O:62])=[CH:73][CH:72]=1. The yield is 0.850. (2) The reactants are [N:1]([CH2:4][CH2:5][C@@:6]1([C:19]2[CH:24]=[CH:23][C:22]([F:25])=[CH:21][CH:20]=2)[O:11][C:10](=[O:12])[N:9]([C@H:13]([C:15]([CH3:18])([CH3:17])[CH3:16])[CH3:14])[CH2:8][CH2:7]1)=[N+]=[N-].C1C=CC(P(C2C=CC=CC=2)C2C=CC=CC=2)=CC=1. The catalyst is C1COCC1.O. The product is [NH2:1][CH2:4][CH2:5][C@@:6]1([C:19]2[CH:24]=[CH:23][C:22]([F:25])=[CH:21][CH:20]=2)[O:11][C:10](=[O:12])[N:9]([C@H:13]([C:15]([CH3:18])([CH3:16])[CH3:17])[CH3:14])[CH2:8][CH2:7]1. The yield is 0.710. (3) The reactants are [CH2:1]([N:3](CC)[CH2:4]C)C.CNC.Cl[C:12]1[N:20]2[CH:21]([C:24]3[CH:25]=[N:26][CH:27]=[CH:28][CH:29]=3)[CH2:22][O:23][C:18]3=[C:19]2[C:14](=[C:15]([F:37])[CH:16]=[C:17]3[C:30]2[C:31]([CH3:36])=[N:32][O:33][C:34]=2[CH3:35])[N:13]=1. The catalyst is CN1CCCC1=O.CO. The product is [CH3:36][C:31]1[C:30]([C:17]2[C:18]3[O:23][CH2:22][CH:21]([C:24]4[CH:25]=[N:26][CH:27]=[CH:28][CH:29]=4)[N:20]4[C:12]([N:3]([CH3:4])[CH3:1])=[N:13][C:14]([C:19]=34)=[C:15]([F:37])[CH:16]=2)=[C:34]([CH3:35])[O:33][N:32]=1. The yield is 0.190.